Dataset: Forward reaction prediction with 1.9M reactions from USPTO patents (1976-2016). Task: Predict the product of the given reaction. (1) Given the reactants [Br:1][C:2]1[CH:7]=[CH:6][CH:5]=[CH:4][C:3]=1[O:8][CH:9]1[CH2:12][N:11]([C:13]2[N:18]=[N:17][C:16]([C:19]([O:21]C)=O)=[CH:15][CH:14]=2)[CH2:10]1.[NH2:23][NH2:24], predict the reaction product. The product is: [Br:1][C:2]1[CH:7]=[CH:6][CH:5]=[CH:4][C:3]=1[O:8][CH:9]1[CH2:10][N:11]([C:13]2[N:18]=[N:17][C:16]([C:19]([NH:23][NH2:24])=[O:21])=[CH:15][CH:14]=2)[CH2:12]1. (2) Given the reactants Br[C:2]1[CH:7]=[CH:6][C:5](Br)=[CH:4][CH:3]=1.C([Li])CCC.CCCCCC.[CH3:20][Si:21](Cl)([CH3:25])[CH:22]([CH3:24])[CH3:23].CN([CH:30]=[O:31])C, predict the reaction product. The product is: [CH:22]([Si:21]([CH3:25])([CH3:20])[C:2]1[CH:7]=[CH:6][C:5]([CH:30]=[O:31])=[CH:4][CH:3]=1)([CH3:24])[CH3:23]. (3) Given the reactants Cl.[F:2][C:3]1[CH:8]=[CH:7][C:6]([CH:9]([C:17]2[CH:22]=[CH:21][C:20]([F:23])=[CH:19][CH:18]=2)[CH:10]2[C:15](=[O:16])[CH2:14][CH2:13][NH:12][CH2:11]2)=[CH:5][CH:4]=1.Cl.Cl[CH2:26][C:27]1[CH:28]=[N:29][CH:30]=[CH:31][CH:32]=1.C(=O)([O-])[O-].[K+].[K+], predict the reaction product. The product is: [F:2][C:3]1[CH:8]=[CH:7][C:6]([CH:9]([C:17]2[CH:18]=[CH:19][C:20]([F:23])=[CH:21][CH:22]=2)[CH:10]2[C:15](=[O:16])[CH2:14][CH2:13][N:12]([CH2:26][C:27]3[CH:28]=[N:29][CH:30]=[CH:31][CH:32]=3)[CH2:11]2)=[CH:5][CH:4]=1. (4) Given the reactants [Br-].[CH2:2]([P+](C1C=CC=CC=1)(C1C=CC=CC=1)C1C=CC=CC=1)[CH2:3][CH2:4][CH2:5][CH3:6].[Li+].C[Si]([N-][Si](C)(C)C)(C)C.[Cl:36][C:37]1[CH:38]=[C:39]2[C:43](=[CH:44][CH:45]=1)[NH:42][C:41]([CH:46]=O)=[CH:40]2, predict the reaction product. The product is: [Cl:36][C:37]1[CH:38]=[C:39]2[C:43](=[CH:44][CH:45]=1)[NH:42][C:41]([CH:46]=[CH:2][CH2:3][CH2:4][CH2:5][CH3:6])=[CH:40]2. (5) Given the reactants [NH2:1][C:2]1[CH:7]=[C:6]([O:8][C:9]2[CH:14]=[CH:13][C:12]([NH2:15])=[C:11]([Cl:16])[CH:10]=2)[CH:5]=[CH:4][N:3]=1.[C:17]([O:21][C:22]([N:24]1[CH2:29][CH2:28][CH:27]([C:30](O)=[O:31])[CH2:26][CH2:25]1)=[O:23])([CH3:20])([CH3:19])[CH3:18].F[P-](F)(F)(F)(F)F.N1(O[P+](N(C)C)(N(C)C)N(C)C)C2C=CC=CC=2N=N1.C(N(CC)CC)C, predict the reaction product. The product is: [NH2:15][C:12]1[CH:13]=[CH:14][C:9]([O:8][C:6]2[CH:5]=[CH:4][N:3]=[C:2]([NH:1][C:30]([CH:27]3[CH2:28][CH2:29][N:24]([C:22]([O:21][C:17]([CH3:20])([CH3:19])[CH3:18])=[O:23])[CH2:25][CH2:26]3)=[O:31])[CH:7]=2)=[CH:10][C:11]=1[Cl:16]. (6) Given the reactants [C:1]([O:5][C:6](=[O:12])[N:7]([CH2:9][CH2:10][OH:11])[CH3:8])([CH3:4])([CH3:3])[CH3:2].[Si:13](Cl)([C:26]([CH3:29])([CH3:28])[CH3:27])([C:20]1[CH:25]=[CH:24][CH:23]=[CH:22][CH:21]=1)[C:14]1[CH:19]=[CH:18][CH:17]=[CH:16][CH:15]=1.N1C=CN=C1, predict the reaction product. The product is: [C:1]([O:5][C:6](=[O:12])[N:7]([CH2:9][CH2:10][O:11][Si:13]([C:26]([CH3:29])([CH3:28])[CH3:27])([C:20]1[CH:21]=[CH:22][CH:23]=[CH:24][CH:25]=1)[C:14]1[CH:19]=[CH:18][CH:17]=[CH:16][CH:15]=1)[CH3:8])([CH3:4])([CH3:2])[CH3:3].